The task is: Regression. Given two drug SMILES strings and cell line genomic features, predict the synergy score measuring deviation from expected non-interaction effect.. This data is from NCI-60 drug combinations with 297,098 pairs across 59 cell lines. (1) Drug 1: CC=C1C(=O)NC(C(=O)OC2CC(=O)NC(C(=O)NC(CSSCCC=C2)C(=O)N1)C(C)C)C(C)C. Drug 2: CC1C(C(CC(O1)OC2CC(CC3=C2C(=C4C(=C3O)C(=O)C5=C(C4=O)C(=CC=C5)OC)O)(C(=O)CO)O)N)O.Cl. Cell line: ACHN. Synergy scores: CSS=40.7, Synergy_ZIP=-10.5, Synergy_Bliss=-7.42, Synergy_Loewe=-6.62, Synergy_HSA=-3.86. (2) Drug 1: C1=CC(=CC=C1CC(C(=O)O)N)N(CCCl)CCCl.Cl. Drug 2: C(CC(=O)O)C(=O)CN.Cl. Cell line: U251. Synergy scores: CSS=28.5, Synergy_ZIP=-7.65, Synergy_Bliss=-0.599, Synergy_Loewe=-8.89, Synergy_HSA=-0.669.